This data is from Reaction yield outcomes from USPTO patents with 853,638 reactions. The task is: Predict the reaction yield, written as a fraction of the theoretical maximum amount of product (1.0 means a 100% yield; for example, 0.34 means a 34% yield). (1) The reactants are [Br:1][C:2]1[CH:3]=[C:4]2[C:11]3([C:15](=O)[NH:14][C:13](=[S:17])[NH:12]3)[CH2:10][CH:9]([C:18]3[CH:23]=[CH:22][CH:21]=[CH:20][CH:19]=3)[O:8][C:5]2=[CH:6][CH:7]=1.[C:24]([O-:27])([O-])=O.[Cs+].[Cs+].FC(F)(F)S(O[CH2:36][C:37]([F:40])([F:39])[F:38])(=O)=O. The catalyst is CN(C=O)C. The product is [Br:1][C:2]1[CH:3]=[C:4]2[C:11]3([C:24](=[O:27])[N:14]([CH2:15][C:37]([F:40])([F:39])[F:38])[C:13]([S:17][CH2:36][C:37]([F:40])([F:39])[F:38])=[N:12]3)[CH2:10][CH:9]([C:18]3[CH:23]=[CH:22][CH:21]=[CH:20][CH:19]=3)[O:8][C:5]2=[CH:6][CH:7]=1. The yield is 0.360. (2) The reactants are C(Cl)(=O)C(Cl)=O.[N+:7]([C:10]1[CH:15]=[CH:14][C:13]([N:16]2[CH2:21][CH2:20][CH:19]([OH:22])[CH2:18][CH2:17]2)=[CH:12][C:11]=1[O:23][CH2:24][C:25]([F:28])([F:27])[F:26])([O-:9])=[O:8].O. The catalyst is C(Cl)Cl.CS(C)=O. The product is [N+:7]([C:10]1[CH:15]=[CH:14][C:13]([N:16]2[CH2:21][CH2:20][C:19](=[O:22])[CH2:18][CH2:17]2)=[CH:12][C:11]=1[O:23][CH2:24][C:25]([F:28])([F:26])[F:27])([O-:9])=[O:8]. The yield is 0.900. (3) The reactants are C(=O)([O-])[O-].[K+].[K+].N1CCC[C@H]1C(O)=O.[CH3:15][C:16]1[C:24]2[C:23]([NH2:25])=[N:22][CH:21]=[N:20][C:19]=2[O:18][CH:17]=1.N[C:27]1[CH:31]=[C:30]([CH3:32])N[C:28]=1[C:33]([O:35][CH2:36]C)=O. The catalyst is [Cu](I)I.CN(C=O)C. The product is [CH3:36][O:35][C:33]1[CH:28]=[CH:27][C:31]([NH:25][C:23]2[C:24]3[C:16]([CH3:15])=[CH:17][O:18][C:19]=3[N:20]=[CH:21][N:22]=2)=[CH:30][CH:32]=1. The yield is 0.560. (4) The reactants are [CH2:1]([CH:3]1[CH2:11][C:6]2([O:10][CH2:9][CH2:8][O:7]2)[CH2:5][CH:4]1[C:12]([NH:14][NH:15][C:16]1[N:17]=[C:18]2[CH:24]=[CH:23][N:22]([S:25]([C:28]3[CH:34]=[CH:33][C:31]([CH3:32])=[CH:30][CH:29]=3)(=[O:27])=[O:26])[C:19]2=[N:20][CH:21]=1)=O)[CH3:2].O1CCOCC1.CCN(C(C)C)C(C)C.S(Cl)(Cl)=O. The catalyst is C(Cl)Cl. The product is [CH2:1]([CH:3]1[CH2:11][C:6]2([O:7][CH2:8][CH2:9][O:10]2)[CH2:5][CH:4]1[C:12]1[N:17]2[C:18]3[CH:24]=[CH:23][N:22]([S:25]([C:28]4[CH:29]=[CH:30][C:31]([CH3:32])=[CH:33][CH:34]=4)(=[O:27])=[O:26])[C:19]=3[N:20]=[CH:21][C:16]2=[N:15][N:14]=1)[CH3:2]. The yield is 0.640. (5) The catalyst is CN(C=O)C. The product is [CH2:25]([N:12]1[C:11]2[N:10]=[CH:9][N:8]([CH2:1][C:2]3[CH:7]=[CH:6][CH:5]=[CH:4][CH:3]=3)[C:16]=2[C:15](=[O:17])[NH:14][C:13]1=[O:18])[CH2:26][CH2:27][CH3:28]. The reactants are [CH2:1]([N:8]1[C:16]2[C:15](=[O:17])[NH:14][C:13](=[O:18])[NH:12][C:11]=2[N:10]=[CH:9]1)[C:2]1[CH:7]=[CH:6][CH:5]=[CH:4][CH:3]=1.C(=O)([O-])[O-].[K+].[K+].[CH2:25](I)[CH2:26][CH2:27][CH3:28].C(O)(=O)C. The yield is 0.450.